From a dataset of Reaction yield outcomes from USPTO patents with 853,638 reactions. Predict the reaction yield, written as a fraction of the theoretical maximum amount of product (1.0 means a 100% yield; for example, 0.34 means a 34% yield). (1) The reactants are [CH2:1]1[C:9]2[C:4](=[CH:5][CH:6]=[CH:7][CH:8]=2)[CH2:3][N:2]1[N:10]([CH3:45])[C:11](=[O:44])[CH2:12][N:13]([C:33]1[C:42]([CH3:43])=[CH:41][C:36]2[C:37]([CH3:40])=[N:38][O:39][C:35]=2[CH:34]=1)[CH2:14][C:15]([NH:17][CH2:18][CH2:19][NH:20][S:21]([C:24]1[CH:29]=[CH:28][CH:27]=[CH:26][C:25]=1[N+:30]([O-:32])=[O:31])(=[O:23])=[O:22])=[O:16].[F:46][CH2:47][CH2:48]O.C1(P(C2C=CC=CC=2)C2C=CC=CC=2)C=CC=CC=1.N(C(OC(C)C)=O)=NC(OC(C)C)=O.C1(C)C=CC=CC=1. The catalyst is O1CCCC1.C(OCC)(=O)C. The product is [CH2:1]1[C:9]2[C:4](=[CH:5][CH:6]=[CH:7][CH:8]=2)[CH2:3][N:2]1[N:10]([CH3:45])[C:11](=[O:44])[CH2:12][N:13]([C:33]1[C:42]([CH3:43])=[CH:41][C:36]2[C:37]([CH3:40])=[N:38][O:39][C:35]=2[CH:34]=1)[CH2:14][C:15]([NH:17][CH2:18][CH2:19][N:20]([CH2:48][CH2:47][F:46])[S:21]([C:24]1[CH:29]=[CH:28][CH:27]=[CH:26][C:25]=1[N+:30]([O-:32])=[O:31])(=[O:22])=[O:23])=[O:16]. The yield is 0.940. (2) The reactants are [C:1]([O:5][C:6]([N:8]1[CH2:13][CH2:12][CH:11]([C:14]2[CH:19]=[CH:18][C:17]([NH2:20])=[CH:16][CH:15]=2)[CH2:10][CH2:9]1)=[O:7])([CH3:4])([CH3:3])[CH3:2].[Br:21]N1C(=O)CCC1=O. The catalyst is C(Cl)Cl.CCOC(C)=O. The product is [C:1]([O:5][C:6]([N:8]1[CH2:13][CH2:12][CH:11]([C:14]2[CH:19]=[CH:18][C:17]([NH2:20])=[C:16]([Br:21])[CH:15]=2)[CH2:10][CH2:9]1)=[O:7])([CH3:4])([CH3:2])[CH3:3]. The yield is 1.00. (3) The reactants are [NH2:1][C@H:2]1[C:11]2[C:6](=[CH:7][CH:8]=[CH:9][CH:10]=2)[N:5]([C:12]([C:14]2[CH:19]=[CH:18][C:17]([O:20][CH3:21])=[CH:16][CH:15]=2)=[O:13])[C@@H:4]([CH3:22])[CH2:3]1.[CH3:23][O:24][C:25](=[O:35])[CH2:26][O:27][C:28]1[CH:33]=[CH:32][C:31](Br)=[CH:30][CH:29]=1.C1(P([CH:58]2[CH2:63]CCCC2)C2C=CC=CC=2C2C=CC=CC=2N(C)C)CCCCC1.C(=O)([O-])[O-:65].[Cs+].[Cs+]. The catalyst is C1C=CC(/C=C/C(/C=C/C2C=CC=CC=2)=O)=CC=1.C1C=CC(/C=C/C(/C=C/C2C=CC=CC=2)=O)=CC=1.C1C=CC(/C=C/C(/C=C/C2C=CC=CC=2)=O)=CC=1.[Pd].[Pd]. The product is [CH3:23][O:24][C:25](=[O:35])[CH2:26][O:27][C:28]1[CH:33]=[CH:32][C:31]([N:1]([C:63](=[O:65])[CH3:58])[CH:2]2[C:11]3[C:6](=[CH:7][CH:8]=[CH:9][CH:10]=3)[N:5]([C:12](=[O:13])[C:14]3[CH:15]=[CH:16][C:17]([O:20][CH3:21])=[CH:18][CH:19]=3)[CH:4]([CH3:22])[CH2:3]2)=[CH:30][CH:29]=1. The yield is 0.240. (4) The reactants are [C:1]([N:6]1[CH2:11][CH2:10][N:9]([C:12]([C:14]2[CH:15]=[C:16]([CH:20]3[C:29](=O)[C:28]4[C:27]([C:31]([O:33]C)=O)=[CH:26][CH:25]=[CH:24][C:23]=4[NH:22][CH:21]3[C:35]3[CH:40]=[CH:39][N:38]=[CH:37][CH:36]=3)[CH:17]=[CH:18][CH:19]=2)=[O:13])[CH2:8][CH2:7]1)(=[O:5])[CH:2]([CH3:4])[CH3:3].O.[NH2:42][NH2:43]. The catalyst is CO. The product is [C:1]([N:6]1[CH2:7][CH2:8][N:9]([C:12]([C:14]2[CH:15]=[C:16]([CH:20]3[C:29]4=[N:42][NH:43][C:31](=[O:33])[C:27]5[CH:26]=[CH:25][CH:24]=[C:23]([C:28]=54)[NH:22][CH:21]3[C:35]3[CH:40]=[CH:39][N:38]=[CH:37][CH:36]=3)[CH:17]=[CH:18][CH:19]=2)=[O:13])[CH2:10][CH2:11]1)(=[O:5])[CH:2]([CH3:3])[CH3:4]. The yield is 0.0800. (5) The reactants are [C:1]1([O:7][P:8]([CH2:11][C:12]([CH3:35])=[CH:13][CH2:14][C:15]2[C:16]([O:28][CH2:29][CH2:30][Si:31]([CH3:34])([CH3:33])[CH3:32])=[C:17]3[C:21](=[C:22]([CH3:26])[C:23]=2[O:24][CH3:25])[CH2:20][O:19][C:18]3=[O:27])(=[O:10])[OH:9])[CH:6]=[CH:5][CH:4]=[CH:3][CH:2]=1.[C:36]([O:41][CH2:42][CH3:43])(=[O:40])[C@H:37]([CH3:39])O.C1CN([P+](ON2N=NC3C=CC=CC2=3)(N2CCCC2)N2CCCC2)CC1.F[P-](F)(F)(F)(F)F. The catalyst is N1C=CC=CC=1. The product is [CH2:42]([O:41][C:36](=[O:40])[CH:37]([O:10][P:8]([CH2:11][C:12]([CH3:35])=[CH:13][CH2:14][C:15]1[C:16]([O:28][CH2:29][CH2:30][Si:31]([CH3:34])([CH3:32])[CH3:33])=[C:17]2[C:21](=[C:22]([CH3:26])[C:23]=1[O:24][CH3:25])[CH2:20][O:19][C:18]2=[O:27])([O:7][C:1]1[CH:2]=[CH:3][CH:4]=[CH:5][CH:6]=1)=[O:9])[CH3:39])[CH3:43]. The yield is 0.830.